Dataset: Full USPTO retrosynthesis dataset with 1.9M reactions from patents (1976-2016). Task: Predict the reactants needed to synthesize the given product. (1) Given the product [CH2:43]([O:42][CH2:41][C@H:23]([NH:22][C:17](=[O:19])[CH2:16][N:13]1[CH2:12][CH2:11][N:10]([C:5]2[C:4]([C:3]([F:2])([F:21])[F:20])=[CH:9][CH:8]=[CH:7][N:6]=2)[CH2:15][CH2:14]1)[C:24]([NH:26][C:27]1[CH:32]=[CH:31][C:30]([O:33][C:34]2[CH:39]=[CH:38][C:37]([F:40])=[CH:36][CH:35]=2)=[CH:29][CH:28]=1)=[O:25])[C:44]1[CH:49]=[CH:48][CH:47]=[CH:46][CH:45]=1, predict the reactants needed to synthesize it. The reactants are: Cl.[F:2][C:3]([F:21])([F:20])[C:4]1[C:5]([N:10]2[CH2:15][CH2:14][N:13]([CH2:16][C:17]([OH:19])=O)[CH2:12][CH2:11]2)=[N:6][CH:7]=[CH:8][CH:9]=1.[NH2:22][C@@H:23]([CH2:41][O:42][CH2:43][C:44]1[CH:49]=[CH:48][CH:47]=[CH:46][CH:45]=1)[C:24]([NH:26][C:27]1[CH:32]=[CH:31][C:30]([O:33][C:34]2[CH:39]=[CH:38][C:37]([F:40])=[CH:36][CH:35]=2)=[CH:29][CH:28]=1)=[O:25]. (2) The reactants are: [Na+].[I-].[C:3]([O:7][C:8](=[O:30])[N:9]([C@H:11]([C:13](=[O:29])[NH:14][C@@H:15]1[C:21](=[O:22])[NH:20][C:19]2[CH:23]=[C:24]([O:27][CH3:28])[CH:25]=[CH:26][C:18]=2[CH2:17][CH2:16]1)[CH3:12])[CH3:10])([CH3:6])([CH3:5])[CH3:4].[CH2:31](Br)[C:32]1[CH:37]=[CH:36][CH:35]=[CH:34][CH:33]=1. Given the product [C:3]([O:7][C:8](=[O:30])[N:9]([C@H:11]([C:13](=[O:29])[NH:14][C@@H:15]1[C:21](=[O:22])[N:20]([CH2:31][C:32]2[CH:37]=[CH:36][CH:35]=[CH:34][CH:33]=2)[C:19]2[CH:23]=[C:24]([O:27][CH2:28][CH2:17][C:18]3[CH:26]=[CH:25][CH:24]=[CH:23][CH:19]=3)[CH:25]=[CH:26][C:18]=2[CH2:17][CH2:16]1)[CH3:12])[CH3:10])([CH3:4])([CH3:6])[CH3:5], predict the reactants needed to synthesize it. (3) Given the product [CH3:37][O:36][C:34]1[CH:33]=[CH:32][C:31]2[N:30]([N:29]=[C:28]([C:38]3[CH:43]=[CH:42][CH:41]=[CH:40][C:39]=3[C:44]([F:46])([F:45])[F:47])[C:27]=2[CH2:16][C:17]2[N:22]=[C:21]([C:23]([O:25][CH3:26])=[O:24])[CH:20]=[CH:19][CH:18]=2)[CH:35]=1, predict the reactants needed to synthesize it. The reactants are: C([SiH](CC)CC)C.FC(F)(F)C(O)=O.O[CH:16]([C:27]1[C:28]([C:38]2[CH:43]=[CH:42][CH:41]=[CH:40][C:39]=2[C:44]([F:47])([F:46])[F:45])=[N:29][N:30]2[CH:35]=[C:34]([O:36][CH3:37])[CH:33]=[CH:32][C:31]=12)[C:17]1[N:22]=[C:21]([C:23]([O:25][CH3:26])=[O:24])[CH:20]=[CH:19][CH:18]=1.C(=O)(O)[O-].[Na+]. (4) Given the product [CH2:1]([O:3][C:4](=[O:14])[CH:5]([C:7]1[CH:12]=[CH:11][C:10]([B:15]2[O:19][C:18]([CH3:21])([CH3:20])[C:17]([CH3:23])([CH3:22])[O:16]2)=[CH:9][CH:8]=1)[CH3:6])[CH3:2], predict the reactants needed to synthesize it. The reactants are: [CH2:1]([O:3][C:4](=[O:14])[CH:5]([C:7]1[CH:12]=[CH:11][C:10](Br)=[CH:9][CH:8]=1)[CH3:6])[CH3:2].[B:15]1([B:15]2[O:19][C:18]([CH3:21])([CH3:20])[C:17]([CH3:23])([CH3:22])[O:16]2)[O:19][C:18]([CH3:21])([CH3:20])[C:17]([CH3:23])([CH3:22])[O:16]1.